Dataset: Reaction yield outcomes from USPTO patents with 853,638 reactions. Task: Predict the reaction yield, written as a fraction of the theoretical maximum amount of product (1.0 means a 100% yield; for example, 0.34 means a 34% yield). (1) The reactants are [Cl:1][C:2]1[CH:3]=[CH:4][C:5]2[N:6]([CH:8]=[CH:9][N:10]=2)[N:7]=1.[Br:11]Br. The catalyst is C(O)(=O)C. The product is [Br:11][C:8]1[N:6]2[N:7]=[C:2]([Cl:1])[CH:3]=[CH:4][C:5]2=[N:10][CH:9]=1. The yield is 0.600. (2) The reactants are [Cl:1][C:2]1[CH:3]=[C:4]([CH:40]=[CH:41][C:42]=1[O:43][CH:44]([CH3:46])[CH3:45])[C:5]([NH:7][C@@H:8]([CH2:21][C:22]1[CH:27]=[CH:26][C:25]([C:28]2[N:29]=[C:30]3[C:35]([CH:36]([OH:38])[CH3:37])=[CH:34][CH:33]=[CH:32][N:31]3[CH:39]=2)=[CH:24][CH:23]=1)[CH2:9][N:10]1C(=O)C2C(=CC=CC=2)C1=O)=[O:6].O.NN. The catalyst is C(O)C. The product is [NH2:10][CH2:9][C@@H:8]([NH:7][C:5](=[O:6])[C:4]1[CH:40]=[CH:41][C:42]([O:43][CH:44]([CH3:45])[CH3:46])=[C:2]([Cl:1])[CH:3]=1)[CH2:21][C:22]1[CH:27]=[CH:26][C:25]([C:28]2[N:29]=[C:30]3[C:35]([CH:36]([OH:38])[CH3:37])=[CH:34][CH:33]=[CH:32][N:31]3[CH:39]=2)=[CH:24][CH:23]=1. The yield is 1.00. (3) The reactants are [NH2:1][C@H:2]([CH:21]([CH3:23])[CH3:22])[C:3]([N:5]1[CH2:10][CH2:9][C@@:8]([C:12]2[CH:17]=[CH:16][C:15]([Cl:18])=[CH:14][CH:13]=2)([OH:11])[C:7]([CH3:20])([CH3:19])[CH2:6]1)=[O:4].C(N(CC)CC)C.C(Cl)Cl.[C:34](Cl)(=[O:42])[O:35][C:36]1[CH:41]=[CH:40][CH:39]=[CH:38][CH:37]=1. The catalyst is CCOC(C)=O. The product is [Cl:18][C:15]1[CH:14]=[CH:13][C:12]([C@@:8]2([OH:11])[CH2:9][CH2:10][N:5]([C:3](=[O:4])[C@H:2]([NH:1][C:34](=[O:42])[O:35][C:36]3[CH:41]=[CH:40][CH:39]=[CH:38][CH:37]=3)[CH:21]([CH3:23])[CH3:22])[CH2:6][C:7]2([CH3:19])[CH3:20])=[CH:17][CH:16]=1. The yield is 0.590. (4) The reactants are [Cl:1][C:2]1[CH:7]=[C:6]([Cl:8])[CH:5]=[CH:4][C:3]=1[NH:9][C:10](=[O:14])[O:11][CH2:12][CH3:13].[H-].[Na+].Cl[C:18]1[C:23]([N+:24]([O-:26])=[O:25])=[CH:22][C:21]([N+:27]([O-:29])=[O:28])=[CH:20][C:19]=1[C:30]([F:33])([F:32])[F:31].Cl. The catalyst is O1CCCC1. The product is [Cl:1][C:2]1[CH:7]=[C:6]([Cl:8])[CH:5]=[CH:4][C:3]=1[N:9]([C:18]1[C:19]([C:30]([F:32])([F:33])[F:31])=[CH:20][C:21]([N+:27]([O-:29])=[O:28])=[CH:22][C:23]=1[N+:24]([O-:26])=[O:25])[C:10](=[O:14])[O:11][CH2:12][CH3:13]. The yield is 0.720. (5) The reactants are [CH2:1]([O:3][C:4]1[CH:9]=[CH:8][CH:7]=[CH:6][C:5]=1[OH:10])[CH3:2].[C:11]1(=O)[O:16][C:14](=[O:15])[C:13]2=[CH:17][CH:18]=[CH:19][CH:20]=[C:12]12. The catalyst is [Cl-].[Zn+2].[Cl-]. The product is [OH:10][C:5]1[CH:6]=[CH:7][C:8]([C:11]2([C:8]3[CH:7]=[CH:6][C:5]([OH:10])=[C:4]([O:3][CH2:1][CH3:2])[CH:9]=3)[C:12]3[C:13](=[CH:17][CH:18]=[CH:19][CH:20]=3)[C:14](=[O:15])[O:16]2)=[CH:9][C:4]=1[O:3][CH2:1][CH3:2]. The yield is 0.850. (6) The reactants are [Cl:1][C:2]1[CH:7]=[CH:6][C:5]([CH2:8][C:9](=[O:13])[C:10]([OH:12])=[O:11])=[CH:4][CH:3]=1.Cl. The catalyst is C1COCC1. The product is [Cl:1][C:2]1[CH:3]=[CH:4][C:5]([CH2:8][CH:9]([OH:13])[C:10]([OH:12])=[O:11])=[CH:6][CH:7]=1. The yield is 0.640. (7) The reactants are [OH:1][C:2]([C:26]1[S:27][CH:28]=[CH:29][CH:30]=1)([C:21]1[S:22][CH:23]=[CH:24][CH:25]=1)[C:3]([O:5][C@H:6]1[CH2:11][CH2:10][C@H:9]([N:12](C(OC(C)(C)C)=O)[CH3:13])[CH2:8][CH2:7]1)=[O:4].Cl. The catalyst is O1CCOCC1. The product is [OH:1][C:2]([C:21]1[S:22][CH:23]=[CH:24][CH:25]=1)([C:26]1[S:27][CH:28]=[CH:29][CH:30]=1)[C:3]([O:5][C@H:6]1[CH2:7][CH2:8][C@H:9]([NH:12][CH3:13])[CH2:10][CH2:11]1)=[O:4]. The yield is 0.780.